Task: Predict the reaction yield, written as a fraction of the theoretical maximum amount of product (1.0 means a 100% yield; for example, 0.34 means a 34% yield).. Dataset: Reaction yield outcomes from USPTO patents with 853,638 reactions (1) The product is [NH2:19][C:18]1[C:17]([C:5]#[N:2])=[CH:16][N:20]=[C:22]([CH3:23])[N:24]=1. The yield is 0.690. The catalyst is CO. The reactants are C[N:2]([CH3:5])C=O.S(OC)(OC)(=O)=O.C[O-].[Na+].[C:16](#[N:20])[CH2:17][C:18]#[N:19].Cl.[C:22](N)(=[NH:24])[CH3:23].C(N)(=N)C. (2) The reactants are [NH2:1][C:2]1[CH:7]=[CH:6][C:5]([C:8]2[CH:13]=[CH:12][C:11]([C:14](=[O:22])[CH2:15][C:16]([CH3:21])([CH3:20])[C:17]([OH:19])=[O:18])=[CH:10][CH:9]=2)=[CH:4][CH:3]=1.Br[C:24]1[S:25][C:26]([N+:29]([O-:31])=[O:30])=[CH:27][N:28]=1. The catalyst is C(O)CCC. The product is [CH3:21][C:16]([CH3:20])([CH2:15][C:14]([C:11]1[CH:12]=[CH:13][C:8]([C:5]2[CH:4]=[CH:3][C:2]([NH:1][C:24]3[S:25][C:26]([N+:29]([O-:31])=[O:30])=[CH:27][N:28]=3)=[CH:7][CH:6]=2)=[CH:9][CH:10]=1)=[O:22])[C:17]([OH:19])=[O:18]. The yield is 0.100. (3) The reactants are Cl[CH2:2][C:3]([NH:5][C:6]1[CH:11]=[CH:10][CH:9]=[CH:8][C:7]=1[CH2:12][OH:13])=[O:4].[OH-].[Na+]. The catalyst is C(O)(C)C. The product is [NH:5]1[C:6]2[CH:11]=[CH:10][CH:9]=[CH:8][C:7]=2[CH2:12][O:13][CH2:2][C:3]1=[O:4]. The yield is 0.650. (4) The reactants are C(OC(=O)[N:7](CC1C=CC(OC)=CC=1)[C:8]1[CH:13]=[C:12]([CH2:14][C@H:15]2[C:18](=[O:19])[N:17]([C:20](=[O:30])[NH:21][C@@H:22]([C:24]3[CH:29]=[CH:28][CH:27]=[CH:26][CH:25]=3)[CH3:23])[C@@H:16]2[S:31]([CH3:34])(=[O:33])=[O:32])[CH:11]=[CH:10][N:9]=1)(C)(C)C.[F:45][C:46]([F:51])([F:50])[C:47]([OH:49])=[O:48]. The catalyst is C(Cl)Cl. The product is [F:45][C:46]([F:51])([F:50])[C:47]([OH:49])=[O:48].[NH2:7][C:8]1[CH:13]=[C:12]([CH2:14][C@H:15]2[C:18](=[O:19])[N:17]([C:20]([NH:21][C@@H:22]([C:24]3[CH:25]=[CH:26][CH:27]=[CH:28][CH:29]=3)[CH3:23])=[O:30])[C@@H:16]2[S:31]([CH3:34])(=[O:33])=[O:32])[CH:11]=[CH:10][N:9]=1. The yield is 0.600. (5) The reactants are [OH:1][C:2]([CH3:8])([CH3:7])[CH2:3][C:4]([OH:6])=O.Cl.[NH2:10][C:11]1[N:12]=[C:13]2[CH:18]=[CH:17][C:16]([O:19][C:20]3[CH:21]=[CH:22][C:23]([CH3:36])=[C:24]([NH:26][C:27]([C:29]4[N:33]([CH3:34])[N:32]=[C:31]([CH3:35])[CH:30]=4)=[O:28])[CH:25]=3)=[N:15][N:14]2[CH:37]=1.F[P-](F)(F)(F)(F)F.N1(OC(N(C)C)=[N+](C)C)C2N=CC=CC=2N=N1.C(N(CC)C(C)C)(C)C. The catalyst is CN(C)C=O. The product is [OH:1][C:2]([CH3:8])([CH3:7])[CH2:3][C:4]([NH:10][C:11]1[N:12]=[C:13]2[CH:18]=[CH:17][C:16]([O:19][C:20]3[CH:21]=[CH:22][C:23]([CH3:36])=[C:24]([NH:26][C:27]([C:29]4[N:33]([CH3:34])[N:32]=[C:31]([CH3:35])[CH:30]=4)=[O:28])[CH:25]=3)=[N:15][N:14]2[CH:37]=1)=[O:6]. The yield is 0.660.